From a dataset of Forward reaction prediction with 1.9M reactions from USPTO patents (1976-2016). Predict the product of the given reaction. (1) Given the reactants [CH3:1][O:2][C:3]1[C:4](=[O:26])[C:5]([CH3:25])=[C:6]([CH2:12][C:13]2[CH:14]=[C:15]([CH2:19][CH2:20][CH2:21][C:22](O)=[O:23])[CH:16]=[CH:17][CH:18]=2)[C:7](=[O:11])[C:8]=1[O:9][CH3:10].[CH:27]([NH2:30])([CH3:29])[CH3:28], predict the reaction product. The product is: [CH3:1][O:2][C:3]1[C:4](=[O:26])[C:5]([CH3:25])=[C:6]([CH2:12][C:13]2[CH:14]=[C:15]([CH2:19][CH2:20][CH2:21][C:22]([NH:30][CH:27]([CH3:29])[CH3:28])=[O:23])[CH:16]=[CH:17][CH:18]=2)[C:7](=[O:11])[C:8]=1[O:9][CH3:10]. (2) Given the reactants [C:1]1([C:14]2[CH:19]=[CH:18][CH:17]=[CH:16][CH:15]=2)[CH:6]=[CH:5][C:4]([CH2:7][CH2:8][CH2:9][CH2:10][C:11]([OH:13])=O)=[CH:3][CH:2]=1.C(Cl)CCl.[NH2:24][C:25]1[CH:26]=[CH:27][C:28]([F:44])=[C:29]([CH:31]2[CH2:36][CH2:35][N:34]([C:37]([O:39][C:40]([CH3:43])([CH3:42])[CH3:41])=[O:38])[CH2:33][CH2:32]2)[CH:30]=1.CCCCCC.CCOC(C)=O, predict the reaction product. The product is: [F:44][C:28]1[CH:27]=[CH:26][C:25]([NH:24][C:11](=[O:13])[CH2:10][CH2:9][CH2:8][CH2:7][C:4]2[CH:3]=[CH:2][C:1]([C:14]3[CH:19]=[CH:18][CH:17]=[CH:16][CH:15]=3)=[CH:6][CH:5]=2)=[CH:30][C:29]=1[CH:31]1[CH2:36][CH2:35][N:34]([C:37]([O:39][C:40]([CH3:43])([CH3:42])[CH3:41])=[O:38])[CH2:33][CH2:32]1.